Dataset: Peptide-MHC class I binding affinity with 185,985 pairs from IEDB/IMGT. Task: Regression. Given a peptide amino acid sequence and an MHC pseudo amino acid sequence, predict their binding affinity value. This is MHC class I binding data. The peptide sequence is TSSVYIEVLH. The MHC is HLA-A03:01 with pseudo-sequence HLA-A03:01. The binding affinity (normalized) is 0.154.